Dataset: Peptide-MHC class II binding affinity with 134,281 pairs from IEDB. Task: Regression. Given a peptide amino acid sequence and an MHC pseudo amino acid sequence, predict their binding affinity value. This is MHC class II binding data. (1) The peptide sequence is WTGALVTPCAAEEQK. The MHC is DRB1_1302 with pseudo-sequence DRB1_1302. The binding affinity (normalized) is 0. (2) The peptide sequence is YEAQILNYSKAKSSLES. The MHC is DRB1_1302 with pseudo-sequence DRB1_1302. The binding affinity (normalized) is 0.488. (3) The peptide sequence is AAATAGTTVYGAFAA. The MHC is DRB1_1201 with pseudo-sequence DRB1_1201. The binding affinity (normalized) is 0.0245. (4) The peptide sequence is RYANPIAFFRKEPLK. The MHC is DRB1_0401 with pseudo-sequence DRB1_0401. The binding affinity (normalized) is 0.684.